Dataset: Full USPTO retrosynthesis dataset with 1.9M reactions from patents (1976-2016). Task: Predict the reactants needed to synthesize the given product. (1) Given the product [OH:18][N:19]=[CH:1][C:3]1[CH:4]=[C:5]2[C:9](=[CH:10][CH:11]=1)[CH:8]([NH:12][C:13](=[O:16])[CH2:14][CH3:15])[CH2:7][CH2:6]2, predict the reactants needed to synthesize it. The reactants are: [CH:1]([C:3]1[CH:4]=[C:5]2[C:9](=[CH:10][CH:11]=1)[CH:8]([NH:12][C:13](=[O:16])[CH2:14][CH3:15])[CH2:7][CH2:6]2)=O.Cl.[OH:18][NH2:19].C([O-])(=O)C.[Na+]. (2) The reactants are: [CH3:1][O:2][C:3]([C:5]1[N:10]=[C:9]([Cl:11])[N:8]=[C:7](Cl)[C:6]=1[Cl:13])=[O:4].[CH2:14]([NH2:17])[CH:15]=[CH2:16].C(N(CC)CC)C.O. Given the product [Cl:11][C:9]1[N:8]=[C:7]([NH:17][CH2:14][CH:15]=[CH2:16])[C:6]([Cl:13])=[C:5]([C:3]([O:2][CH3:1])=[O:4])[N:10]=1, predict the reactants needed to synthesize it. (3) Given the product [CH2:1]([O:3][C:4](=[O:18])[CH:5]([C:11]1[CH:16]=[CH:15][CH:14]=[C:13]([NH:17][C:22](=[O:23])[CH:21]=[C:20]([CH3:25])[CH3:19])[CH:12]=1)[CH2:6][CH2:7][CH2:8][CH2:9][CH3:10])[CH3:2], predict the reactants needed to synthesize it. The reactants are: [CH2:1]([O:3][C:4](=[O:18])[CH:5]([C:11]1[CH:16]=[CH:15][CH:14]=[C:13]([NH2:17])[CH:12]=1)[CH2:6][CH2:7][CH2:8][CH2:9][CH3:10])[CH3:2].[CH3:19][C:20]([CH3:25])=[CH:21][C:22](Cl)=[O:23]. (4) Given the product [CH3:20][N:21]([C:22]1[CH:27]=[CH:26][CH:25]=[CH:24][CH:23]=1)[C:10](=[O:12])[C@@H:9]([NH:8][C:6](=[O:7])[O:5][C:1]([CH3:2])([CH3:3])[CH3:4])[CH2:13][C:14]1[CH:19]=[CH:18][CH:17]=[CH:16][CH:15]=1, predict the reactants needed to synthesize it. The reactants are: [C:1]([O:5][C:6]([NH:8][C@@H:9]([CH2:13][C:14]1[CH:19]=[CH:18][CH:17]=[CH:16][CH:15]=1)[C:10]([OH:12])=O)=[O:7])([CH3:4])([CH3:3])[CH3:2].[CH3:20][NH:21][C:22]1[CH:27]=[CH:26][CH:25]=[CH:24][CH:23]=1.CN(C(ON1N=NC2C=CC=NC1=2)=[N+](C)C)C.F[P-](F)(F)(F)(F)F.CCN(C(C)C)C(C)C. (5) Given the product [CH3:11][C@H:12]1[NH:13][CH2:14][CH2:15][N:16]([C:2]2[CH:7]=[CH:6][CH:5]=[CH:4][C:3]=2[N+:8]([O-:10])=[O:9])[CH2:17]1, predict the reactants needed to synthesize it. The reactants are: Br[C:2]1[CH:7]=[CH:6][CH:5]=[CH:4][C:3]=1[N+:8]([O-:10])=[O:9].[CH3:11][C@@H:12]1[CH2:17][NH:16][CH2:15][CH2:14][NH:13]1.C([O-])([O-])=O.[K+].[K+]. (6) Given the product [Br:2][C:3]1[CH:4]=[C:5]([C:9]2[N:12]=[CH:13][NH:15][N:16]=2)[CH:6]=[CH:7][CH:8]=1, predict the reactants needed to synthesize it. The reactants are: Cl.[Br:2][C:3]1[CH:4]=[C:5]([C:9](=[NH:12])OC)[CH:6]=[CH:7][CH:8]=1.[CH:13]([NH:15][NH2:16])=O.O. (7) Given the product [CH2:17]([O:19][C:20]1[CH:25]=[CH:24][C:23]([CH2:26][C:27]([N:7]([CH2:6][C:5]2[CH:4]=[CH:3][C:2]([F:1])=[CH:16][CH:15]=2)[CH:8]2[CH2:9][CH2:10][N:11]([CH3:14])[CH2:12][CH2:13]2)=[O:28])=[CH:22][CH:21]=1)[CH3:18], predict the reactants needed to synthesize it. The reactants are: [F:1][C:2]1[CH:16]=[CH:15][C:5]([CH2:6][NH:7][CH:8]2[CH2:13][CH2:12][N:11]([CH3:14])[CH2:10][CH2:9]2)=[CH:4][CH:3]=1.[CH2:17]([O:19][C:20]1[CH:25]=[CH:24][C:23]([CH2:26][C:27](Cl)=[O:28])=[CH:22][CH:21]=1)[CH3:18].Cl.CCCCCCC.